This data is from Catalyst prediction with 721,799 reactions and 888 catalyst types from USPTO. The task is: Predict which catalyst facilitates the given reaction. Reactant: [CH3:1][O:2][C:3]1([O:16][CH3:17])[CH2:8][CH2:7][C:6](=O)[NH:5][CH:4]1[C:10]1[CH:11]=[N:12][CH:13]=[CH:14][CH:15]=1. Product: [CH3:17][O:16][C:3]1([O:2][CH3:1])[CH2:8][CH2:7][CH2:6][NH:5][CH:4]1[C:10]1[CH:11]=[N:12][CH:13]=[CH:14][CH:15]=1. The catalyst class is: 1.